This data is from Reaction yield outcomes from USPTO patents with 853,638 reactions. The task is: Predict the reaction yield, written as a fraction of the theoretical maximum amount of product (1.0 means a 100% yield; for example, 0.34 means a 34% yield). (1) The reactants are [CH:1]1([S:4]([NH2:7])(=[O:6])=[O:5])[CH2:3][CH2:2]1.[H-].[Na+].[F:10][C:11]1[CH:12]=[C:13]([CH:18]2[C:27]([CH3:29])([CH3:28])[CH2:26][C:25]3[C:20](=[CH:21][CH:22]=[C:23]([C:30](O)=[O:31])[CH:24]=3)[NH:19]2)[CH:14]=[C:15]([F:17])[CH:16]=1.C(N1C=CN=C1)(N1C=CN=C1)=O. The catalyst is CN(C)C=O. The product is [F:10][C:11]1[CH:12]=[C:13]([CH:18]2[C:27]([CH3:28])([CH3:29])[CH2:26][C:25]3[C:20](=[CH:21][CH:22]=[C:23]([C:30]([NH:7][S:4]([CH:1]4[CH2:3][CH2:2]4)(=[O:6])=[O:5])=[O:31])[CH:24]=3)[NH:19]2)[CH:14]=[C:15]([F:17])[CH:16]=1. The yield is 0.150. (2) The reactants are [N:1]([C:4]1[CH:11]=[CH:10][C:7]([C:8]#[N:9])=[C:6]([C:12]([F:15])([F:14])[F:13])[CH:5]=1)=[C:2]=[S:3].[C:16]([C:18]1([NH:23][C:24]2[CH:31]=[CH:30][C:27]([C:28]#[N:29])=[C:26]([F:32])[CH:25]=2)[CH2:22][CH2:21][CH2:20][CH2:19]1)#N.C[OH:34].Cl. The catalyst is CN(C=O)C.O. The product is [C:28]([C:27]1[CH:30]=[CH:31][C:24]([N:23]2[C:18]3([CH2:22][CH2:21][CH2:20][CH2:19]3)[C:16](=[O:34])[N:1]([C:4]3[CH:11]=[CH:10][C:7]([C:8]#[N:9])=[C:6]([C:12]([F:13])([F:15])[F:14])[CH:5]=3)[C:2]2=[S:3])=[CH:25][C:26]=1[F:32])#[N:29]. The yield is 0.0700. (3) The reactants are [F:1][C:2]1[CH:7]=[C:6]([N+:8]([O-])=O)[CH:5]=[CH:4][C:3]=1[N:11]1[C:15]([CH3:16])=[N:14][CH:13]=[N:12]1. The catalyst is [Pd].CO. The product is [F:1][C:2]1[CH:7]=[C:6]([CH:5]=[CH:4][C:3]=1[N:11]1[C:15]([CH3:16])=[N:14][CH:13]=[N:12]1)[NH2:8]. The yield is 0.910. (4) The reactants are [CH2:1]([O:3][C:4]([C:6]1[N:7]=[C:8]([C:19]2[C:24]([Cl:25])=[CH:23][CH:22]=[CH:21][C:20]=2[Cl:26])[N:9]([C:11]2[CH:16]=[CH:15][C:14](Br)=[CH:13][C:12]=2[Cl:18])[CH:10]=1)=[O:5])[CH3:2].[CH3:27][S:28]([C:31]1[CH:32]=[C:33](B(O)O)[CH:34]=[CH:35][CH:36]=1)(=[O:30])=[O:29].C([O-])([O-])=O.[K+].[K+].COCCOC. The catalyst is CCOC(C)=O.O. The product is [CH2:1]([O:3][C:4]([C:6]1[N:7]=[C:8]([C:19]2[C:24]([Cl:25])=[CH:23][CH:22]=[CH:21][C:20]=2[Cl:26])[N:9]([C:11]2[CH:16]=[CH:15][C:14]([C:35]3[CH:34]=[CH:33][CH:32]=[C:31]([S:28]([CH3:27])(=[O:30])=[O:29])[CH:36]=3)=[CH:13][C:12]=2[Cl:18])[CH:10]=1)=[O:5])[CH3:2]. The yield is 0.790.